From a dataset of Full USPTO retrosynthesis dataset with 1.9M reactions from patents (1976-2016). Predict the reactants needed to synthesize the given product. (1) Given the product [F:1][C:2]1[CH:7]=[CH:6][C:5]([NH:8][C:9]([NH:16][CH2:11][C:12]([CH3:15])([CH3:14])[CH3:13])=[S:10])=[CH:4][CH:3]=1, predict the reactants needed to synthesize it. The reactants are: [F:1][C:2]1[CH:7]=[CH:6][C:5]([N:8]=[C:9]=[S:10])=[CH:4][CH:3]=1.[CH2:11]([NH2:16])[C:12]([CH3:15])([CH3:14])[CH3:13]. (2) Given the product [CH3:33][O:32][C:28]1[CH:29]=[CH:30][CH:31]=[C:23]([O:22][CH3:21])[C:24]=1[C:25]([N:13]1[CH2:14][CH:15]2[CH:11]([CH2:10][N:9]([C:4]3[N:5]=[C:6]([CH3:8])[CH:7]=[C:2]([CH3:1])[N:3]=3)[CH2:16]2)[CH2:12]1)=[O:26], predict the reactants needed to synthesize it. The reactants are: [CH3:1][C:2]1[CH:7]=[C:6]([CH3:8])[N:5]=[C:4]([N:9]2[CH2:16][CH:15]3[CH:11]([CH2:12][NH:13][CH2:14]3)[CH2:10]2)[N:3]=1.CC(O)=O.[CH3:21][O:22][C:23]1[CH:31]=[CH:30][CH:29]=[C:28]([O:32][CH3:33])[C:24]=1[C:25](O)=[O:26]. (3) Given the product [Br:1][C:2]1[CH:3]=[CH:4][C:5]([CH:8]2[O:15][CH2:12][CH:11]([OH:14])[CH2:10][CH2:9]2)=[CH:6][CH:7]=1, predict the reactants needed to synthesize it. The reactants are: [Br:1][C:2]1[CH:7]=[CH:6][C:5]([C:8](=[O:15])[CH2:9][CH2:10][C:11](=[O:14])[CH2:12]O)=[CH:4][CH:3]=1.C([SiH](CC)CC)C.